From a dataset of Experimentally validated miRNA-target interactions with 360,000+ pairs, plus equal number of negative samples. Binary Classification. Given a miRNA mature sequence and a target amino acid sequence, predict their likelihood of interaction. (1) The miRNA is hsa-miR-1286 with sequence UGCAGGACCAAGAUGAGCCCU. The protein sequence of the target gene is MGLAGVCALRRSAGYILVGGAGGQSAAAAARRYSEGEWASGGVRSFSRAAAAMAPIKVGDAIPAVEVFEGEPGNKVNLAELFKGKKGVLFGVPGAFTPGCSKTHLPGFVEQAEALKAKGVQVVACLSVNDAFVTGEWGRAHKAEGKVRLLADPTGAFGKETDLLLDDSLVSIFGNRRLKRFSMVVQDGIVKALNVEPDGTGLTCSLAPNIISQL. Result: 1 (interaction). (2) The miRNA is hsa-miR-1321 with sequence CAGGGAGGUGAAUGUGAU. The protein sequence of the target gene is MYRWLVRILGTIFRFCDRSVPPARALLKRRRSDSTLFSTVDTDEIPAKRPRLDCFIHQVKNSLYNAASLFGFPFQLTTKPMVTSACNGTRNVAPSGEVFSNSSSCELTGSGSWNNMLKLGNKSPNGISDYPKIRVTVTRDQPRRVLPSFGFTLNSEGCNRRPGGRRHSKGNPESSLMWKPQEQAVTEMISEESGKGLRRPHCTVEEGVQKEEREKYRKLLERLKESGHGNSVCPVTSNYHSSQRSQMDTLKTKGWGEEQNHGVKTTQFVPKQYRLVETRGPLCSLRSEKRCSKGKITDTE.... Result: 1 (interaction). (3) The miRNA is hsa-miR-6509-3p with sequence UUCCACUGCCACUACCUAAUUU. The protein sequence of the target gene is MAASGAVEPGPPGAAVAPSPAPAPPPAPDHLFRPISAEDEEQQPTEIESLCMNCYCNGMTRLLLTKIPFFREIIVSSFSCEHCGWNNTEIQSAGRIQDQGVRYTLSVRALEDMNREVVKTDSAATRIPELDFEIPAFSQKGALTTVEGLITRAISGLEQDQPARRANKDATAERIDEFIVKLKELKQVASPFTLIIDDPSGNSFVENPHAPQKDDALVITHYNRTRQQEEMLGLQEEAPAEKPEEEDLRNEVLQFSTNCPECNAPAQTNMKLVQIPHFKEVIIMATNCENCGHRTNEVKS.... Result: 1 (interaction).